This data is from Forward reaction prediction with 1.9M reactions from USPTO patents (1976-2016). The task is: Predict the product of the given reaction. (1) Given the reactants [NH2:1][C:2]1[C:6]2[CH:7]=[CH:8][CH:9]=[CH:10][C:5]=2[O:4][C:3]=1[C:11]([NH2:13])=[O:12].N1C=CC=CC=1.[F:20][C:21]([F:32])([F:31])[C:22]1[CH:30]=[CH:29][C:25]([C:26](Cl)=[O:27])=[CH:24][CH:23]=1, predict the reaction product. The product is: [F:20][C:21]([F:31])([F:32])[C:22]1[CH:30]=[CH:29][C:25]([C:26]([NH:1][C:2]2[C:6]3[CH:7]=[CH:8][CH:9]=[CH:10][C:5]=3[O:4][C:3]=2[C:11]([NH2:13])=[O:12])=[O:27])=[CH:24][CH:23]=1. (2) The product is: [S:18]1[CH:19]=[CH:20][N:21]=[C:17]1[C:13]1[CH:14]=[C:15]2[C:10](=[CH:11][CH:12]=1)[CH2:9][NH:8][CH2:16]2. Given the reactants C(OC([N:8]1[CH2:16][C:15]2[C:10](=[CH:11][CH:12]=[C:13]([C:17]3[S:18][CH:19]=[CH:20][N:21]=3)[CH:14]=2)[CH2:9]1)=O)(C)(C)C.Cl, predict the reaction product. (3) Given the reactants C1(C)C(S(O)(=O)=O)=CC=CC=1.[Br:12][CH2:13][CH2:14][CH2:15][CH2:16][CH2:17][CH2:18][OH:19].[CH:20]([O:22][CH2:23][CH3:24])=[CH2:21], predict the reaction product. The product is: [CH2:20]([O:22][CH:23]([O:19][CH2:18][CH2:17][CH2:16][CH2:15][CH2:14][CH2:13][Br:12])[CH3:24])[CH3:21]. (4) Given the reactants [CH3:1][C:2]1[O:6][C:5]([C:7]2[CH:12]=[CH:11][C:10]([C:13]([F:16])([F:15])[F:14])=[CH:9][CH:8]=2)=[N:4][C:3]=1[CH2:17][CH2:18][OH:19].O[C:21]1[C:30]2[C:25](=[CH:26][CH:27]=[CH:28][CH:29]=2)[C:24]([CH:31]=[O:32])=[CH:23][CH:22]=1.C1(P(C2C=CC=CC=2)C2C=CC=CC=2)C=CC=CC=1.CC(OC(/N=N/C(OC(C)C)=O)=O)C, predict the reaction product. The product is: [CH3:1][C:2]1[O:6][C:5]([C:7]2[CH:8]=[CH:9][C:10]([C:13]([F:16])([F:15])[F:14])=[CH:11][CH:12]=2)=[N:4][C:3]=1[CH2:17][CH2:18][O:19][C:21]1[C:30]2[C:25](=[CH:26][CH:27]=[CH:28][CH:29]=2)[C:24]([CH:31]=[O:32])=[CH:23][CH:22]=1.